Dataset: Catalyst prediction with 721,799 reactions and 888 catalyst types from USPTO. Task: Predict which catalyst facilitates the given reaction. (1) Reactant: [C:1]([OH:10])(=[O:9])[C:2]1[C:3](=[CH:5][CH:6]=[CH:7][CH:8]=1)[NH2:4].CC1(C)O[C:17](=[O:18])[CH2:16][C:14](=[O:15])[O:13]1. Product: [C:14]([CH2:16][C:17]([NH:4][C:3]1[CH:5]=[CH:6][CH:7]=[CH:8][C:2]=1[C:1]([OH:10])=[O:9])=[O:18])([OH:15])=[O:13]. The catalyst class is: 11. (2) Reactant: FC(F)(F)C(O)=O.[NH2:8][C@H:9]1[CH2:15][O:14][C:13]2[CH:16]=[C:17]([CH3:20])[CH:18]=[CH:19][C:12]=2[NH:11][C:10]1=[O:21].[C:22]([O:26][C:27]([N:29]([CH3:35])[C@@H:30]([CH3:34])[C:31](O)=[O:32])=[O:28])([CH3:25])([CH3:24])[CH3:23].C1C=CC2N(O)N=NC=2C=1.CN(C(ON1N=NC2C=CC=CC1=2)=[N+](C)C)C.F[P-](F)(F)(F)(F)F.CCN(C(C)C)C(C)C. Product: [C:22]([O:26][C:27](=[O:28])[N:29]([CH3:35])[C@H:30]([C:31](=[O:32])[NH:8][C@@H:9]1[C:10](=[O:21])[NH:11][C:12]2[CH:19]=[CH:18][C:17]([CH3:20])=[CH:16][C:13]=2[O:14][CH2:15]1)[CH3:34])([CH3:23])([CH3:25])[CH3:24]. The catalyst class is: 31. (3) Reactant: C([N:4]([CH2:8]C)C(C)C)(C)C.Cl.CN[O:13][CH3:14].CCN=C=NCCCN(C)C.C1C=CC2N(O)N=NC=2C=1.[CH2:36]([O:43][C@H:44]([CH3:60])[C@H:45]([NH:52][C:53]([O:55][C:56]([CH3:59])([CH3:58])[CH3:57])=[O:54])[CH2:46][O:47][CH2:48][C:49]([OH:51])=O)[C:37]1[CH:42]=[CH:41][CH:40]=[CH:39][CH:38]=1. Product: [C:56]([O:55][C:53](=[O:54])[NH:52][C@H:45]([CH2:46][O:47][CH2:48][C:49](=[O:51])[NH:4][CH2:8][O:13][CH3:14])[C@H:44]([O:43][CH2:36][C:37]1[CH:38]=[CH:39][CH:40]=[CH:41][CH:42]=1)[CH3:60])([CH3:59])([CH3:58])[CH3:57]. The catalyst class is: 3. (4) Reactant: [CH3:1][Sn:2]([CH3:8])([CH3:7])[Sn:2]([CH3:8])([CH3:7])[CH3:1].Cl[C:10]1[CH:11]=[C:12]([CH:17]=[CH:18][N:19]=1)[C:13]([O:15][CH3:16])=[O:14].CCOC(C)=O.O. Product: [CH3:1][Sn:2]([CH3:8])([CH3:7])[C:10]1[CH:11]=[C:12]([CH:17]=[CH:18][N:19]=1)[C:13]([O:15][CH3:16])=[O:14]. The catalyst class is: 109. (5) Reactant: [CH2:1]([NH:8][CH2:9][CH2:10][OH:11])[C:2]1[CH:7]=[CH:6][CH:5]=[CH:4][CH:3]=1.[F:12][C:13]([F:20])([F:19])[C:14](OCC)=[O:15]. Product: [CH2:1]([N:8]([CH2:9][CH2:10][OH:11])[C:14](=[O:15])[C:13]([F:20])([F:19])[F:12])[C:2]1[CH:7]=[CH:6][CH:5]=[CH:4][CH:3]=1. The catalyst class is: 5. (6) Reactant: ClC(OCC)=O.[Si:7]([O:14][CH2:15][CH2:16][CH:17]1[C:22]2[CH:23]=[CH:24][C:25]([C:27]([OH:29])=O)=[CH:26][C:21]=2[CH2:20][CH2:19][O:18]1)([C:10]([CH3:13])([CH3:12])[CH3:11])([CH3:9])[CH3:8].[CH2:30]([N:32](CC)[CH2:33]C)C.CNC.O1CCCC1. Product: [Si:7]([O:14][CH2:15][CH2:16][CH:17]1[C:22]2[CH:23]=[CH:24][C:25]([C:27]([N:32]([CH3:33])[CH3:30])=[O:29])=[CH:26][C:21]=2[CH2:20][CH2:19][O:18]1)([C:10]([CH3:13])([CH3:12])[CH3:11])([CH3:9])[CH3:8]. The catalyst class is: 46. (7) Reactant: [F:1][C:2]1[CH:10]=[CH:9][C:8]2[C:4](=[C:5]3[NH:14][C:13](=[O:15])[CH:12]=[C:11]([CH:16]4[CH2:21][CH2:20][N:19](C(OC(C)(C)C)=O)[CH2:18][CH2:17]4)[N:6]3[N:7]=2)[C:3]=1[C:29]1[CH:34]=[CH:33][CH:32]=[CH:31][CH:30]=1.[ClH:35]. Product: [ClH:35].[F:1][C:2]1[CH:10]=[CH:9][C:8]2[C:4](=[C:5]3[NH:14][C:13](=[O:15])[CH:12]=[C:11]([CH:16]4[CH2:21][CH2:20][NH:19][CH2:18][CH2:17]4)[N:6]3[N:7]=2)[C:3]=1[C:29]1[CH:34]=[CH:33][CH:32]=[CH:31][CH:30]=1. The catalyst class is: 12. (8) Reactant: C([O:3][C:4](=O)[CH2:5][C:6]([C@H:8]1[CH2:13][CH2:12][N:11]([C:14]([O:16][CH3:17])=[O:15])[C@@H:10]([CH2:18][C:19]2[CH:24]=[C:23]([C:25]([F:28])([F:27])[F:26])[CH:22]=[C:21]([F:29])[CH:20]=2)[CH2:9]1)=[O:7])C.[OH-].[Na+].[NH2:33]O.Cl. Product: [F:29][C:21]1[CH:20]=[C:19]([CH:24]=[C:23]([C:25]([F:28])([F:27])[F:26])[CH:22]=1)[CH2:18][C@H:10]1[CH2:9][C@@H:8]([C:6]2[O:7][NH:33][C:4](=[O:3])[CH:5]=2)[CH2:13][CH2:12][N:11]1[C:14]([O:16][CH3:17])=[O:15]. The catalyst class is: 24. (9) Reactant: C[O:2][C:3](=[O:41])[CH2:4][C@H:5]1[C:9]2[CH:10]=[CH:11][C:12]([O:14][C@H:15]3[C:23]4[C:18](=[C:19]([O:25][C:26]5[CH:31]=[CH:30][C:29]([CH2:32][CH2:33][CH2:34][C:35]([OH:38])([CH3:37])[CH3:36])=[CH:28][C:27]=5[C:39]#[N:40])[CH:20]=[CH:21][C:22]=4[F:24])[CH2:17][CH2:16]3)=[CH:13][C:8]=2[O:7][CH2:6]1.[OH-].[K+]. Product: [C:39]([C:27]1[CH:28]=[C:29]([CH2:32][CH2:33][CH2:34][C:35]([OH:38])([CH3:36])[CH3:37])[CH:30]=[CH:31][C:26]=1[O:25][C:19]1[CH:20]=[CH:21][C:22]([F:24])=[C:23]2[C:18]=1[CH2:17][CH2:16][C@H:15]2[O:14][C:12]1[CH:11]=[CH:10][C:9]2[C@H:5]([CH2:4][C:3]([OH:41])=[O:2])[CH2:6][O:7][C:8]=2[CH:13]=1)#[N:40]. The catalyst class is: 8.